From a dataset of NCI-60 drug combinations with 297,098 pairs across 59 cell lines. Regression. Given two drug SMILES strings and cell line genomic features, predict the synergy score measuring deviation from expected non-interaction effect. (1) Drug 1: CCC1=CC2CC(C3=C(CN(C2)C1)C4=CC=CC=C4N3)(C5=C(C=C6C(=C5)C78CCN9C7C(C=CC9)(C(C(C8N6C)(C(=O)OC)O)OC(=O)C)CC)OC)C(=O)OC.C(C(C(=O)O)O)(C(=O)O)O. Drug 2: CCC1(CC2CC(C3=C(CCN(C2)C1)C4=CC=CC=C4N3)(C5=C(C=C6C(=C5)C78CCN9C7C(C=CC9)(C(C(C8N6C)(C(=O)OC)O)OC(=O)C)CC)OC)C(=O)OC)O.OS(=O)(=O)O. Cell line: CAKI-1. Synergy scores: CSS=62.2, Synergy_ZIP=-4.45, Synergy_Bliss=-5.18, Synergy_Loewe=-4.04, Synergy_HSA=1.45. (2) Drug 1: CC=C1C(=O)NC(C(=O)OC2CC(=O)NC(C(=O)NC(CSSCCC=C2)C(=O)N1)C(C)C)C(C)C. Drug 2: CC12CCC3C(C1CCC2O)C(CC4=C3C=CC(=C4)O)CCCCCCCCCS(=O)CCCC(C(F)(F)F)(F)F. Cell line: U251. Synergy scores: CSS=52.7, Synergy_ZIP=4.00, Synergy_Bliss=6.63, Synergy_Loewe=-35.4, Synergy_HSA=5.98. (3) Drug 1: C1CCC(CC1)NC(=O)N(CCCl)N=O. Drug 2: CCN(CC)CCNC(=O)C1=C(NC(=C1C)C=C2C3=C(C=CC(=C3)F)NC2=O)C. Cell line: SK-MEL-28. Synergy scores: CSS=8.73, Synergy_ZIP=-0.937, Synergy_Bliss=1.77, Synergy_Loewe=-4.59, Synergy_HSA=-3.77. (4) Drug 1: CC1OCC2C(O1)C(C(C(O2)OC3C4COC(=O)C4C(C5=CC6=C(C=C35)OCO6)C7=CC(=C(C(=C7)OC)O)OC)O)O. Drug 2: CCC1=C2CN3C(=CC4=C(C3=O)COC(=O)C4(CC)O)C2=NC5=C1C=C(C=C5)O. Cell line: MDA-MB-231. Synergy scores: CSS=26.6, Synergy_ZIP=-10.5, Synergy_Bliss=-10.9, Synergy_Loewe=-4.94, Synergy_HSA=-3.52. (5) Drug 1: C1=C(C(=O)NC(=O)N1)N(CCCl)CCCl. Drug 2: CC12CCC3C(C1CCC2O)C(CC4=C3C=CC(=C4)O)CCCCCCCCCS(=O)CCCC(C(F)(F)F)(F)F. Cell line: HCT116. Synergy scores: CSS=45.1, Synergy_ZIP=2.65, Synergy_Bliss=5.01, Synergy_Loewe=4.98, Synergy_HSA=6.07.